This data is from Catalyst prediction with 721,799 reactions and 888 catalyst types from USPTO. The task is: Predict which catalyst facilitates the given reaction. (1) Reactant: [NH2:1][C:2]1[CH:31]=[CH:30][C:5]([C:6]([N:8]2[C:17]3[C:12](=[CH:13][CH:14]=[CH:15][CH:16]=3)[CH:11]([N:18]([C:22]3[CH:27]=[CH:26][C:25]([Cl:28])=[CH:24][CH:23]=3)[C:19](=[O:21])[CH3:20])[CH2:10][CH:9]2[CH3:29])=[O:7])=[CH:4][CH:3]=1.C(N(CC)CC)C.Br[CH2:40][CH2:41][O:42][C:43](Cl)=[O:44].C([O-])([O-])=O.[Cs+].[Cs+]. Product: [Cl:28][C:25]1[CH:24]=[CH:23][C:22]([N:18]([C@H:11]2[C:12]3[C:17](=[CH:16][CH:15]=[CH:14][CH:13]=3)[N:8]([C:6](=[O:7])[C:5]3[CH:4]=[CH:3][C:2]([N:1]4[CH2:40][CH2:41][O:42][C:43]4=[O:44])=[CH:31][CH:30]=3)[C@@H:9]([CH3:29])[CH2:10]2)[C:19](=[O:21])[CH3:20])=[CH:27][CH:26]=1. The catalyst class is: 59. (2) Reactant: Cl.[NH2:2][C:3]([NH2:5])=[NH:4].C[O-].[Na+].Cl.[Cl:10][C:11]1[CH:12]=[C:13]2[C:17](=[CH:18][CH:19]=1)[N:16]([C:20]1[C:29]3[C:24](=[CH:25][CH:26]=[CH:27][CH:28]=3)[N:23]=[CH:22][CH:21]=1)[CH:15]=[C:14]2[C:30](Cl)=[O:31].[K+].[Br-]. Product: [Cl:10][C:11]1[CH:12]=[C:13]2[C:17](=[CH:18][CH:19]=1)[N:16]([C:20]1[C:29]3[C:24](=[CH:25][CH:26]=[CH:27][CH:28]=3)[N:23]=[CH:22][CH:21]=1)[CH:15]=[C:14]2[C:30]([NH:4][C:3]([NH2:5])=[NH:2])=[O:31]. The catalyst class is: 5. (3) Reactant: F[P-](F)(F)(F)(F)F.N1(OC(N(C)C)=[N+](C)C)C2C=CC=CC=2N=N1.[F:25][C:26]1[CH:34]=[CH:33][C:32]([CH2:35][C:36]2[C:45]3[C:40](=[CH:41][CH:42]=[CH:43][CH:44]=3)[C:39](=[O:46])[NH:38][N:37]=2)=[CH:31][C:27]=1[C:28]([OH:30])=O.C(N(CC)CC)C.Cl.[CH3:55][C:56]1([OH:62])[CH2:61][CH2:60][NH:59][CH2:58][CH2:57]1. Product: [F:25][C:26]1[CH:34]=[CH:33][C:32]([CH2:35][C:36]2[C:45]3[C:40](=[CH:41][CH:42]=[CH:43][CH:44]=3)[C:39](=[O:46])[NH:38][N:37]=2)=[CH:31][C:27]=1[C:28]([N:59]1[CH2:60][CH2:61][C:56]([OH:62])([CH3:55])[CH2:57][CH2:58]1)=[O:30]. The catalyst class is: 454. (4) Reactant: [Br:1][C:2]1[CH:3]=[C:4]2[C:9](=[CH:10][CH:11]=1)[N:8]=[C:7]([C:12]1[CH:17]=[CH:16][C:15]([C:18]([F:21])([F:20])[F:19])=[CH:14][CH:13]=1)[C:6]([CH3:22])=[C:5]2[C:23]([OH:25])=[O:24].[CH3:26]S(C)=O.CI.C(=O)([O-])[O-].[Cs+].[Cs+]. Product: [Br:1][C:2]1[CH:3]=[C:4]2[C:9](=[CH:10][CH:11]=1)[N:8]=[C:7]([C:12]1[CH:13]=[CH:14][C:15]([C:18]([F:21])([F:19])[F:20])=[CH:16][CH:17]=1)[C:6]([CH3:22])=[C:5]2[C:23]([O:25][CH3:26])=[O:24]. The catalyst class is: 6. (5) Reactant: [CH:1]([O:4][C:5]1[CH:14]=[C:13]([C:15]([F:18])([F:17])[F:16])[C:12]2[C:7](=[CH:8][CH:9]=[C:10]3[NH:22][C@H:21]([CH3:23])[CH2:20][O:19][C:11]3=2)[N:6]=1)([CH3:3])[CH3:2].[CH:24](=O)[CH2:25][CH3:26].[BH3-]C#N.[Na+]. Product: [CH:1]([O:4][C:5]1[CH:14]=[C:13]([C:15]([F:18])([F:17])[F:16])[C:12]2[C:7](=[CH:8][CH:9]=[C:10]3[N:22]([CH2:24][CH2:25][CH3:26])[C@H:21]([CH3:23])[CH2:20][O:19][C:11]3=2)[N:6]=1)([CH3:3])[CH3:2]. The catalyst class is: 67. (6) Reactant: [Cl:1][CH2:2][C:3]([C:5]1[CH:10]=[C:9]([CH3:11])[CH:8]=[CH:7][C:6]=1[CH3:12])=[O:4].[CH3:13][C:14]([CH3:19])([CH2:17]O)[CH2:15][OH:16].O. Product: [Cl:1][CH2:2][C:3]1([C:5]2[CH:10]=[C:9]([CH3:11])[CH:8]=[CH:7][C:6]=2[CH3:12])[O:16][CH2:15][C:14]([CH3:19])([CH3:17])[CH2:13][O:4]1. The catalyst class is: 113.